Dataset: Forward reaction prediction with 1.9M reactions from USPTO patents (1976-2016). Task: Predict the product of the given reaction. (1) Given the reactants C[O:2][C:3](=[O:20])[CH:4]=[CH:5][C:6]1[CH:11]=[CH:10][C:9]([C:12]([F:15])([F:14])[F:13])=[CH:8][C:7]=1[O:16][CH2:17][CH2:18][CH3:19].[Li+].[OH-], predict the reaction product. The product is: [CH2:17]([O:16][C:7]1[CH:8]=[C:9]([C:12]([F:13])([F:15])[F:14])[CH:10]=[CH:11][C:6]=1[CH:5]=[CH:4][C:3]([OH:20])=[O:2])[CH2:18][CH3:19]. (2) Given the reactants [C:1]1([CH2:7][C:8]2[CH:18]=[CH:17][CH:16]=[CH:15][C:9]=2[C:10](OCC)=[O:11])[CH:6]=[CH:5][CH:4]=[CH:3][CH:2]=1.[H-].[H-].[H-].[H-].[Li+].[Al+3].S(=O)(=O)(O)O, predict the reaction product. The product is: [C:1]1([CH2:7][C:8]2[CH:18]=[CH:17][CH:16]=[CH:15][C:9]=2[CH2:10][OH:11])[CH:2]=[CH:3][CH:4]=[CH:5][CH:6]=1. (3) Given the reactants [CH3:1][C:2]1[N:3]=[C:4]([C:32](O)=[O:33])[S:5][C:6]=1[C:7]1[CH:8]=[CH:9][C:10]2[N:11]([C:13]([C:16](=[O:31])[NH:17][C:18]3[CH:23]=[C:22]([C:24]4[N:28]=[C:27]([CH3:29])[O:26][N:25]=4)[CH:21]=[CH:20][C:19]=3[CH3:30])=[CH:14][N:15]=2)[CH:12]=1.CN(C(ON1N=NC2C=CC=NC1=2)=[N+](C)C)C.F[P-](F)(F)(F)(F)F.CCN(C(C)C)C(C)C.[O:68]1[CH2:73][CH2:72][N:71]([CH2:74][CH2:75][NH2:76])[CH2:70][CH2:69]1, predict the reaction product. The product is: [CH3:1][C:2]1[N:3]=[C:4]([C:32]([NH:76][CH2:75][CH2:74][N:71]2[CH2:72][CH2:73][O:68][CH2:69][CH2:70]2)=[O:33])[S:5][C:6]=1[C:7]1[CH:8]=[CH:9][C:10]2[N:11]([C:13]([C:16](=[O:31])[NH:17][C:18]3[CH:23]=[C:22]([C:24]4[N:28]=[C:27]([CH3:29])[O:26][N:25]=4)[CH:21]=[CH:20][C:19]=3[CH3:30])=[CH:14][N:15]=2)[CH:12]=1.